From a dataset of Blood-brain barrier permeability classification from the B3DB database. Regression/Classification. Given a drug SMILES string, predict its absorption, distribution, metabolism, or excretion properties. Task type varies by dataset: regression for continuous measurements (e.g., permeability, clearance, half-life) or binary classification for categorical outcomes (e.g., BBB penetration, CYP inhibition). Dataset: b3db_classification. (1) The molecule is COCCn1c(C)nc(N2CCC(c3ccc(F)cc3)CC2)c([N+](=O)[O-])c1=O. The result is 1 (penetrates BBB). (2) The molecule is CC(=O)N1CCN(c2ccc(OCC3COC(Cn4ccnc4)(c4ccc(Cl)cc4Cl)O3)cc2)CC1. The result is 0 (does not penetrate BBB). (3) The compound is C[C@H](O)[C@H]1C(=O)N2C(C(=O)O)=C(SCCN=CN)C[C@H]12. The result is 0 (does not penetrate BBB). (4) The drug is CC[C@H](NC(=O)c1ccc(CSc2ccc(Cl)cc2)cc1)c1ccc(C)c(C)c1. The result is 0 (does not penetrate BBB). (5) The drug is O=C1[C@H]2[C@H]3C=C[C@H]([C@@H]4C=C[C@@H]43)[C@H]2C(=O)N1CCCCN1CCN(c2ncccn2)CC1. The result is 1 (penetrates BBB).